From a dataset of NCI-60 drug combinations with 297,098 pairs across 59 cell lines. Regression. Given two drug SMILES strings and cell line genomic features, predict the synergy score measuring deviation from expected non-interaction effect. (1) Drug 1: CC1=C(C=C(C=C1)NC2=NC=CC(=N2)N(C)C3=CC4=NN(C(=C4C=C3)C)C)S(=O)(=O)N.Cl. Drug 2: C1CCC(C(C1)N)N.C(=O)(C(=O)[O-])[O-].[Pt+4]. Cell line: 786-0. Synergy scores: CSS=27.2, Synergy_ZIP=-7.41, Synergy_Bliss=3.42, Synergy_Loewe=-34.4, Synergy_HSA=3.97. (2) Drug 1: C1C(C(OC1N2C=NC3=C(N=C(N=C32)Cl)N)CO)O. Drug 2: CC1=C(C=C(C=C1)C(=O)NC2=CC(=CC(=C2)C(F)(F)F)N3C=C(N=C3)C)NC4=NC=CC(=N4)C5=CN=CC=C5. Cell line: ACHN. Synergy scores: CSS=35.4, Synergy_ZIP=1.72, Synergy_Bliss=2.73, Synergy_Loewe=-23.6, Synergy_HSA=1.15. (3) Drug 1: C1=CC(=CC=C1C#N)C(C2=CC=C(C=C2)C#N)N3C=NC=N3. Synergy scores: CSS=5.80, Synergy_ZIP=-0.512, Synergy_Bliss=-1.01, Synergy_Loewe=3.95, Synergy_HSA=1.48. Drug 2: CC1C(C(=O)NC(C(=O)N2CCCC2C(=O)N(CC(=O)N(C(C(=O)O1)C(C)C)C)C)C(C)C)NC(=O)C3=C4C(=C(C=C3)C)OC5=C(C(=O)C(=C(C5=N4)C(=O)NC6C(OC(=O)C(N(C(=O)CN(C(=O)C7CCCN7C(=O)C(NC6=O)C(C)C)C)C)C(C)C)C)N)C. Cell line: PC-3. (4) Drug 1: CC=C1C(=O)NC(C(=O)OC2CC(=O)NC(C(=O)NC(CSSCCC=C2)C(=O)N1)C(C)C)C(C)C. Drug 2: COC1=C2C(=CC3=C1OC=C3)C=CC(=O)O2. Cell line: NCI-H522. Synergy scores: CSS=10.1, Synergy_ZIP=-0.187, Synergy_Bliss=-0.949, Synergy_Loewe=-50.1, Synergy_HSA=-2.93. (5) Cell line: K-562. Drug 1: C1=CC(=CC=C1C#N)C(C2=CC=C(C=C2)C#N)N3C=NC=N3. Synergy scores: CSS=-4.23, Synergy_ZIP=-1.17, Synergy_Bliss=-18.7, Synergy_Loewe=-24.1, Synergy_HSA=-17.5. Drug 2: C1CC(C1)(C(=O)O)C(=O)O.[NH2-].[NH2-].[Pt+2]. (6) Drug 1: C1CCN(CC1)CCOC2=CC=C(C=C2)C(=O)C3=C(SC4=C3C=CC(=C4)O)C5=CC=C(C=C5)O. Drug 2: C1C(C(OC1N2C=C(C(=O)NC2=O)F)CO)O. Cell line: NCI-H322M. Synergy scores: CSS=14.6, Synergy_ZIP=-4.40, Synergy_Bliss=-2.61, Synergy_Loewe=-13.7, Synergy_HSA=-3.75.